Dataset: Reaction yield outcomes from USPTO patents with 853,638 reactions. Task: Predict the reaction yield, written as a fraction of the theoretical maximum amount of product (1.0 means a 100% yield; for example, 0.34 means a 34% yield). (1) The reactants are [CH:1]1([NH2:7])[CH2:6][CH2:5][CH2:4][CH2:3][CH2:2]1.C([O:10][C:11]([C:13]1[C:14](=[O:26])[N:15]([CH3:25])[C:16]2[C:21]([C:22]=1[OH:23])=[CH:20][C:19]([F:24])=[CH:18][CH:17]=2)=O)C. The catalyst is C1(C)C=CC=CC=1.O. The product is [CH:1]1([NH:7][C:11]([C:13]2[C:14](=[O:26])[N:15]([CH3:25])[C:16]3[C:21]([C:22]=2[OH:23])=[CH:20][C:19]([F:24])=[CH:18][CH:17]=3)=[O:10])[CH2:6][CH2:5][CH2:4][CH2:3][CH2:2]1. The yield is 0.970. (2) The reactants are O1CCCCC1[N:7]1[C:15]2[C:10](=[CH:11][C:12]([C:16]3[N:20]=[CH:19][N:18](C(C4C=CC=CC=4)(C4C=CC=CC=4)C4C=CC=CC=4)[N:17]=3)=[CH:13][CH:14]=2)[C:9]([C:40]2[CH:41]=[C:42]([CH:47]=[CH:48][CH:49]=2)C(OC)=O)=[N:8]1.[OH2:50].[OH-].[Li+].C[C@H:54]([NH2:61])[C:55]1[CH:60]=[CH:59][CH:58]=[CH:57][CH:56]=1.O.ON1C2C=CC=CC=2N=N1.Cl.CN(C)CCCN=C=NCC. The catalyst is O1CCCC1.O1CCCC1.O. The product is [NH:17]1[C:16]([C:12]2[CH:11]=[C:10]3[C:15](=[CH:14][CH:13]=2)[NH:7][N:8]=[C:9]3[C:40]2[CH:49]=[CH:48][CH:47]=[C:42]([O:50][CH2:60][CH2:59][CH:58]3[CH2:57][CH2:56][CH2:55][CH2:54][NH:61]3)[CH:41]=2)=[N:20][CH:19]=[N:18]1. The yield is 0.810. (3) The reactants are [Cl:1][C:2]1[CH:7]=[CH:6][C:5]([C:8]2[O:9][C:10]3[CH:21]=[CH:20][C:19]([OH:22])=[CH:18][C:11]=3[C:12]=2[C:13]([O:15][CH2:16][CH3:17])=[O:14])=[CH:4][CH:3]=1.[CH:23](Br)([CH3:25])[CH3:24].C(=O)([O-])[O-].[Cs+].[Cs+].[NH4+]. The catalyst is CN1C(=O)CCC1.O. The product is [Cl:1][C:2]1[CH:3]=[CH:4][C:5]([C:8]2[O:9][C:10]3[CH:21]=[CH:20][C:19]([O:22][CH:23]([CH3:25])[CH3:24])=[CH:18][C:11]=3[C:12]=2[C:13]([O:15][CH2:16][CH3:17])=[O:14])=[CH:6][CH:7]=1. The yield is 0.820. (4) The reactants are [Cl:1][C:2]1[CH:3]=[C:4]([CH:7]=[C:8]([Cl:22])[C:9]=1[O:10][C:11]1[CH:16]=[CH:15][C:14]([O:17][CH3:18])=[C:13]([CH:19]([CH3:21])[CH3:20])[CH:12]=1)[CH2:5]Br.[CH2:23]([O:25][P:26]([O:30]CC)[O:27][CH2:28][CH3:29])[CH3:24]. The catalyst is CN(C=O)C.C(OCC)(=O)C. The product is [Cl:1][C:2]1[CH:3]=[C:4]([CH:7]=[C:8]([Cl:22])[C:9]=1[O:10][C:11]1[CH:16]=[CH:15][C:14]([O:17][CH3:18])=[C:13]([CH:19]([CH3:21])[CH3:20])[CH:12]=1)[CH2:5][P:26](=[O:30])([O:27][CH2:28][CH3:29])[O:25][CH2:23][CH3:24]. The yield is 0.850. (5) The reactants are [C:1]([O:7][CH2:8][CH3:9])(=[O:6])[CH2:2][C:3]([CH3:5])=O.[Cl:10][C:11]1[CH:18]=[CH:17][CH:16]=[C:15]([Cl:19])[C:12]=1[CH:13]=O.[NH4+:20].[OH-:21]. The catalyst is CCO.C(Cl)Cl. The product is [Cl:10][C:11]1[CH:18]=[CH:17][CH:16]=[C:15]([Cl:19])[C:12]=1[CH:13]1[C:2]([C:1]([O:7][CH2:8][CH3:9])=[O:6])=[C:3]([CH3:5])[NH:20][C:3]([CH3:5])=[C:2]1[C:1]([O:7][CH2:8][CH3:9])=[O:21]. The yield is 0.0400. (6) The reactants are [C:1]([C:5]1[C:10]2[CH:11]=[CH:12][O:13][C:9]=2[CH:8]=[CH:7][C:6]=1[OH:14])([CH3:4])([CH3:3])[CH3:2].[CH2:15](Br)[C:16]1[CH:21]=[CH:20][CH:19]=[CH:18][CH:17]=1.C(=O)([O-])[O-].[K+].[K+]. The catalyst is CN(C)C=O. The product is [CH2:15]([O:14][C:6]1[CH:7]=[CH:8][C:9]2[O:13][CH:12]=[CH:11][C:10]=2[C:5]=1[C:1]([CH3:4])([CH3:2])[CH3:3])[C:16]1[CH:21]=[CH:20][CH:19]=[CH:18][CH:17]=1. The yield is 0.830. (7) The reactants are Cl[CH2:2][CH2:3][CH2:4][N:5]1[C:9]2[CH:10]=[CH:11][CH:12]=[CH:13][C:8]=2[O:7][C:6]1=[O:14].[I-:15].[Na+]. The catalyst is CC(C)=O. The product is [I:15][CH2:2][CH2:3][CH2:4][N:5]1[C:9]2[CH:10]=[CH:11][CH:12]=[CH:13][C:8]=2[O:7][C:6]1=[O:14]. The yield is 0.830.